This data is from M1 muscarinic receptor antagonist screen with 61,756 compounds. The task is: Binary Classification. Given a drug SMILES string, predict its activity (active/inactive) in a high-throughput screening assay against a specified biological target. (1) The drug is S(c1nn2c(cc(nc2n1)C)C)CC(=O)Nc1ccc(cc1)C(=O)C. The result is 0 (inactive). (2) The compound is O(CCN1CCN(CC1)c1n2nc(cc2nc(c1C)C)c1cc(OC)cc(OC)c1)CC. The result is 0 (inactive). (3) The drug is s1c(N(c2ccccc2)C)nc2c(scc2)c1=O. The result is 0 (inactive). (4) The compound is S(=O)(=O)(N1C(CCC1)C(=O)Nc1ccc(cc1)C(OC)=O)c1ccc(cc1)C. The result is 0 (inactive). (5) The result is 0 (inactive). The molecule is Clc1ccc(Cn2c3c(c(=O)n(c2=O)Cc2occc2)cccc3)cc1.